From a dataset of Reaction yield outcomes from USPTO patents with 853,638 reactions. Predict the reaction yield, written as a fraction of the theoretical maximum amount of product (1.0 means a 100% yield; for example, 0.34 means a 34% yield). (1) The reactants are [CH3:1][C:2]([N:10]1[CH:14]=[C:13]([C:15]2[CH:20]=[CH:19][N:18]=[C:17]3[N:21]([CH2:24][O:25][CH2:26][CH2:27][Si:28]([CH3:31])([CH3:30])[CH3:29])[CH:22]=[CH:23][C:16]=23)[CH:12]=[N:11]1)([CH3:9])[CH2:3][C:4](OCC)=[O:5].C1COCC1.[H-].C([Al+]CC(C)C)C(C)C. The catalyst is C(Cl)Cl.O. The product is [CH3:9][C:2]([N:10]1[CH:14]=[C:13]([C:15]2[CH:20]=[CH:19][N:18]=[C:17]3[N:21]([CH2:24][O:25][CH2:26][CH2:27][Si:28]([CH3:31])([CH3:29])[CH3:30])[CH:22]=[CH:23][C:16]=23)[CH:12]=[N:11]1)([CH3:1])[CH2:3][CH2:4][OH:5]. The yield is 0.960. (2) The reactants are [CH2:1]([NH:3][C:4]([NH:6][CH2:7][CH2:8][CH2:9][N:10]1[CH2:14][CH2:13][CH2:12][CH2:11]1)=O)[CH3:2].C(N(CC)CC)C.C1(C)C=CC(S(Cl)(=O)=O)=CC=1. The catalyst is ClCCl. The product is [N:10]1([CH2:9][CH2:8][CH2:7][N:6]=[C:4]=[N:3][CH2:1][CH3:2])[CH2:14][CH2:13][CH2:12][CH2:11]1. The yield is 0.670.